Task: Predict which catalyst facilitates the given reaction.. Dataset: Catalyst prediction with 721,799 reactions and 888 catalyst types from USPTO (1) Reactant: [CH3:1][N:2]1[C:7](=[O:8])[C:6]([N+:9]([O-])=O)=[C:5]([C:12]2[CH:17]=[CH:16][N:15]=[CH:14][CH:13]=2)[N:4]=[C:3]1[CH:18]1[CH2:23][CH2:22][N:21]([CH3:24])[CH2:20][CH2:19]1. Product: [NH2:9][C:6]1[C:7](=[O:8])[N:2]([CH3:1])[C:3]([CH:18]2[CH2:19][CH2:20][N:21]([CH3:24])[CH2:22][CH2:23]2)=[N:4][C:5]=1[C:12]1[CH:17]=[CH:16][N:15]=[CH:14][CH:13]=1. The catalyst class is: 19. (2) Reactant: [Br:1][C:2]1[CH:3]=[C:4]([C:11](=[O:17])[CH2:12][CH2:13][C:14]([OH:16])=O)[CH:5]=[CH:6][C:7]=1[O:8][CH2:9][CH3:10].[CH2:18]([C:25]1[S:29][C:28]([NH2:30])=[CH:27][C:26]=1[C:31]1[CH:36]=[CH:35][CH:34]=[CH:33][CH:32]=1)[C:19]1[CH:24]=[CH:23][CH:22]=[CH:21][CH:20]=1.CCN=C=NCCCN(C)C.C1C=CC2N(O)N=NC=2C=1. Product: [CH2:18]([C:25]1[S:29][C:28]([NH:30][C:14](=[O:16])[CH2:13][CH2:12][C:11]([C:4]2[CH:5]=[CH:6][C:7]([O:8][CH2:9][CH3:10])=[C:2]([Br:1])[CH:3]=2)=[O:17])=[CH:27][C:26]=1[C:31]1[CH:36]=[CH:35][CH:34]=[CH:33][CH:32]=1)[C:19]1[CH:20]=[CH:21][CH:22]=[CH:23][CH:24]=1. The catalyst class is: 47. (3) Reactant: [H-].[Na+].[F:3][C:4]1[CH:9]=[CH:8][C:7]([CH2:10][C:11]#[N:12])=[CH:6][CH:5]=1.Br[CH2:14][C:15]([O:20][CH3:21])([O:18][CH3:19])[CH2:16]Br. Product: [F:3][C:4]1[CH:9]=[CH:8][C:7]([C:10]2([C:11]#[N:12])[CH2:16][C:15]([O:20][CH3:21])([O:18][CH3:19])[CH2:14]2)=[CH:6][CH:5]=1. The catalyst class is: 3. (4) Reactant: [C:1]([N:4]1[C:13]2[C:8](=[CH:9][C:10](Br)=[CH:11][CH:12]=2)[C@H:7]([NH:15]C(=O)OCC2C=CC=CC=2)[C@@H:6]([CH3:26])[C@@H:5]1[CH3:27])(=[O:3])[CH3:2].[CH:28]12[N:35]([C:36]([O:38][C:39]([CH3:42])([CH3:41])[CH3:40])=[O:37])[CH:32]([CH2:33][CH2:34]1)[CH2:31][NH:30][CH2:29]2.CC(C)([O-])C.[Na+].CN(C1C(C2C(P(C3CCCCC3)C3CCCCC3)=CC=CC=2)=CC=CC=1)C. Product: [C:1]([N:4]1[C:13]2[C:8](=[CH:9][C:10]([N:30]3[CH2:29][CH:28]4[N:35]([C:36]([O:38][C:39]([CH3:42])([CH3:41])[CH3:40])=[O:37])[CH:32]([CH2:33][CH2:34]4)[CH2:31]3)=[CH:11][CH:12]=2)[C@H:7]([NH2:15])[C@@H:6]([CH3:26])[C@@H:5]1[CH3:27])(=[O:3])[CH3:2]. The catalyst class is: 102. (5) Reactant: [BH4-].[Na+].[CH2:3]([CH:7]([CH2:11][C:12]1[CH:17]=[CH:16][C:15]([O:18][CH2:19][CH2:20][NH:21][C:22]([C:24]2[CH:29]=[CH:28][C:27]([C:30]3[CH:35]=[CH:34][C:33]([CH:36]=[O:37])=[CH:32][CH:31]=3)=[CH:26][CH:25]=2)=[O:23])=[CH:14][CH:13]=1)[C:8]([OH:10])=[O:9])[CH2:4][CH2:5][CH3:6].C(O)(=O)C. Product: [CH2:3]([CH:7]([CH2:11][C:12]1[CH:17]=[CH:16][C:15]([O:18][CH2:19][CH2:20][NH:21][C:22]([C:24]2[CH:25]=[CH:26][C:27]([C:30]3[CH:31]=[CH:32][C:33]([CH2:36][OH:37])=[CH:34][CH:35]=3)=[CH:28][CH:29]=2)=[O:23])=[CH:14][CH:13]=1)[C:8]([OH:10])=[O:9])[CH2:4][CH2:5][CH3:6]. The catalyst class is: 8. (6) The catalyst class is: 4. Product: [F:31][C:2]12[CH2:11][CH:6]3[CH2:7][CH:8]([CH2:10][CH:4]([CH:5]3[N:12]3[C:16]4=[C:17]5[CH:23]=[CH:22][NH:21][C:18]5=[N:19][CH:20]=[C:15]4[NH:14][C:13]3=[O:24])[CH2:3]1)[CH2:9]2. Reactant: O[C:2]12[CH2:11][CH:6]3[CH2:7][CH:8]([CH2:10][CH:4]([CH:5]3[N:12]3[C:16]4=[C:17]5[CH:23]=[CH:22][NH:21][C:18]5=[N:19][CH:20]=[C:15]4[NH:14][C:13]3=[O:24])[CH2:3]1)[CH2:9]2.C(S(F)(F)([F:31])(CC)N)C.C(=O)([O-])O.[Na+].C(OCC)(=O)C. (7) Reactant: [Cl:1][C:2]1[CH:7]=[CH:6][C:5]([C:8]2[N:9]([CH:14]3[CH2:16][CH2:15]3)[C:10](=[O:13])[NH:11][N:12]=2)=[CH:4][CH:3]=1.C(=O)([O-])[O-].[Cs+].[Cs+].Br[CH2:24][C:25]1[CH:37]=[CH:36][C:28]([C:29]([NH:31][C:32]([CH3:35])([CH3:34])[CH3:33])=[O:30])=[C:27]([O:38][CH3:39])[CH:26]=1. Product: [C:32]([NH:31][C:29](=[O:30])[C:28]1[CH:36]=[CH:37][C:25]([CH2:24][N:11]2[C:10](=[O:13])[N:9]([CH:14]3[CH2:16][CH2:15]3)[C:8]([C:5]3[CH:4]=[CH:3][C:2]([Cl:1])=[CH:7][CH:6]=3)=[N:12]2)=[CH:26][C:27]=1[O:38][CH3:39])([CH3:35])([CH3:34])[CH3:33]. The catalyst class is: 3.